The task is: Predict the product of the given reaction.. This data is from Forward reaction prediction with 1.9M reactions from USPTO patents (1976-2016). (1) Given the reactants Cl.[Cl:2][C:3]1[CH:8]=[CH:7][C:6]([S:9]([C:12]2([C:18]3[CH:23]=[C:22]([F:24])[CH:21]=[CH:20][C:19]=3[F:25])[CH2:17][CH2:16][NH:15][CH2:14][CH2:13]2)(=[O:11])=[O:10])=[CH:5][CH:4]=1.[CH2:26](N(CC)CC)C.C=O.C(O[BH-](OC(=O)C)OC(=O)C)(=O)C.[Na+].[OH-].[Na+], predict the reaction product. The product is: [Cl:2][C:3]1[CH:8]=[CH:7][C:6]([S:9]([C:12]2([C:18]3[CH:23]=[C:22]([F:24])[CH:21]=[CH:20][C:19]=3[F:25])[CH2:17][CH2:16][N:15]([CH3:26])[CH2:14][CH2:13]2)(=[O:10])=[O:11])=[CH:5][CH:4]=1. (2) Given the reactants Br[C:2]1[C:10]2[C:9](=[O:11])[N:8]([CH3:12])[C:7](=[O:13])[N:6]([CH2:14][CH:15]([CH3:17])[CH3:16])[C:5]=2[S:4][C:3]=1[CH2:18][C:19]1[CH:24]=[CH:23][CH:22]=[CH:21][C:20]=1[C:25]([F:28])([F:27])[F:26].[CH:29]1([CH:34]=[CH2:35])[CH2:33][CH2:32][CH2:31][CH2:30]1, predict the reaction product. The product is: [CH:29]1(/[CH:34]=[CH:35]\[C:2]2[C:10]3[C:9](=[O:11])[N:8]([CH3:12])[C:7](=[O:13])[N:6]([CH2:14][CH:15]([CH3:17])[CH3:16])[C:5]=3[S:4][C:3]=2[CH2:18][C:19]2[CH:24]=[CH:23][CH:22]=[CH:21][C:20]=2[C:25]([F:28])([F:27])[F:26])[CH2:33][CH2:32][CH2:31][CH2:30]1. (3) Given the reactants [NH2:1][C:2]1[CH:17]=[CH:16][C:5]([O:6][C:7]2[CH:8]=[C:9]([CH:13]=[CH:14][CH:15]=2)[N:10]([CH3:12])[CH3:11])=[C:4]([Cl:18])[CH:3]=1.C([O:23][C:24](=O)[NH:25][CH2:26][CH2:27][N:28]1[C:36]2[C:35](Cl)=[N:34][CH:33]=[N:32][C:31]=2[CH:30]=[CH:29]1)(C)(C)C.Cl.C(OCC)(=O)C.[CH3:46][S:47]([CH2:50]C(O)=O)(=[O:49])=[O:48].Cl.C(N=C=NCCCN(C)C)C.ON1C2C=CC=CC=2N=N1, predict the reaction product. The product is: [Cl:18][C:4]1[CH:3]=[C:2]([NH:1][C:35]2[C:36]3[N:28]([CH2:27][CH2:26][NH:25][C:24](=[O:23])[CH2:46][S:47]([CH3:50])(=[O:49])=[O:48])[CH:29]=[CH:30][C:31]=3[N:32]=[CH:33][N:34]=2)[CH:17]=[CH:16][C:5]=1[O:6][C:7]1[CH:15]=[CH:14][CH:13]=[C:9]([N:10]([CH3:11])[CH3:12])[CH:8]=1.